Dataset: Reaction yield outcomes from USPTO patents with 853,638 reactions. Task: Predict the reaction yield, written as a fraction of the theoretical maximum amount of product (1.0 means a 100% yield; for example, 0.34 means a 34% yield). (1) The reactants are [CH2:1]([C:3]1[O:4][C:5]2[CH:11]=[C:10]([C:12]([OH:14])=O)[CH:9]=[C:8]([O:15][C:16]3[CH:21]=[CH:20][C:19]([S:22]([CH3:25])(=[O:24])=[O:23])=[CH:18][CH:17]=3)[C:6]=2[CH:7]=1)[CH3:2].CN(C(ON1N=NC2C=CC=NC1=2)=[N+](C)C)C.F[P-](F)(F)(F)(F)F.CCN(C(C)C)C(C)C.[CH3:59][C:60]1[CH:61]=[CH:62][C:63]([NH2:66])=[N:64][CH:65]=1. The catalyst is CN(C=O)C.O. The product is [CH2:1]([C:3]1[O:4][C:5]2[CH:11]=[C:10]([C:12]([NH:66][C:63]3[CH:62]=[CH:61][C:60]([CH3:59])=[CH:65][N:64]=3)=[O:14])[CH:9]=[C:8]([O:15][C:16]3[CH:17]=[CH:18][C:19]([S:22]([CH3:25])(=[O:24])=[O:23])=[CH:20][CH:21]=3)[C:6]=2[CH:7]=1)[CH3:2]. The yield is 0.310. (2) The reactants are Cl.[Cl:2][C:3]1[CH:8]=[C:7]([C:9]2[CH:14]=[CH:13][CH:12]=[C:11]([Cl:15])[CH:10]=2)[N:6]=[C:5]2[CH2:16][CH2:17][CH2:18][C:4]=12.[NH2:19][CH:20]1[CH2:25][CH2:24][CH:23]([CH2:26][C:27]#[N:28])[CH2:22][CH2:21]1. No catalyst specified. The product is [ClH:2].[Cl:15][C:11]1[CH:10]=[C:9]([C:7]2[N:6]=[C:5]3[CH2:16][CH2:17][CH2:18][C:4]3=[C:3]([NH:19][C@H:20]3[CH2:25][CH2:24][C@H:23]([CH2:26][C:27]#[N:28])[CH2:22][CH2:21]3)[CH:8]=2)[CH:14]=[CH:13][CH:12]=1. The yield is 0.470. (3) The reactants are [OH:1][C:2]1[CH:14]=[C:13]2[C:5]([C:6]3[CH:7]=[CH:8][C:9]([N:15]([CH3:18])[CH:16]=[O:17])=[CH:10][C:11]=3[NH:12]2)=[CH:4][CH:3]=1.[CH3:19][C:20]1[CH:25]=[CH:24][C:23]([S:26]([O:29][CH2:30][CH2:31][O:32][CH2:33][CH2:34][O:35][CH2:36][CH2:37]F)(=[O:28])=[O:27])=[CH:22][CH:21]=1.C([O-])([O-])=O.[Cs+].[Cs+]. The catalyst is CN1C(=O)CCC1.CCOC(C)=O. The product is [CH3:19][C:20]1[CH:25]=[CH:24][C:23]([S:26]([O:29][CH2:30][CH2:31][O:32][CH2:33][CH2:34][O:35][CH2:36][CH2:37][O:1][C:2]2[CH:3]=[CH:4][C:5]3[C:6]4[C:11](=[CH:10][C:9]([N:15]([CH3:18])[CH:16]=[O:17])=[CH:8][CH:7]=4)[NH:12][C:13]=3[CH:14]=2)(=[O:28])=[O:27])=[CH:22][CH:21]=1. The yield is 0.480. (4) The reactants are [CH2:1]([C:3]1[N:7]([C:8]2[N:16]=[C:15]3[C:11]([N:12]=[C:13]([CH:18]=O)[N:14]3[CH3:17])=[C:10]([N:20]3[CH2:25][CH2:24][O:23][CH2:22][CH2:21]3)[N:9]=2)[C:6]2[CH:26]=[CH:27][CH:28]=[CH:29][C:5]=2[N:4]=1)[CH3:2].[F:30][C@H:31]1[CH2:35][CH2:34][N:33]([CH:36]2[CH2:41][CH2:40][NH:39][CH2:38][CH2:37]2)[CH2:32]1.C(O[BH-](OC(=O)C)OC(=O)C)(=O)C.[Na+]. The catalyst is ClCCCl. The product is [CH2:1]([C:3]1[N:7]([C:8]2[N:16]=[C:15]3[C:11]([N:12]=[C:13]([CH2:18][N:39]4[CH2:40][CH2:41][CH:36]([N:33]5[CH2:34][CH2:35][C@H:31]([F:30])[CH2:32]5)[CH2:37][CH2:38]4)[N:14]3[CH3:17])=[C:10]([N:20]3[CH2:21][CH2:22][O:23][CH2:24][CH2:25]3)[N:9]=2)[C:6]2[CH:26]=[CH:27][CH:28]=[CH:29][C:5]=2[N:4]=1)[CH3:2]. The yield is 0.870. (5) The reactants are [F:1][C:2]1[CH:7]=[CH:6][CH:5]=[CH:4][C:3]=1[C:8]1[C:13]([C:14]([O:16]CC)=O)=[CH:12][N:11]=[C:10]([S:19][CH3:20])[N:9]=1.[OH-].[Na+].C(Cl)(=O)C(Cl)=O.[CH3:29][O:30][C:31]1[CH:32]=[C:33]([CH:39]=[CH:40][CH:41]=1)[CH2:34][NH:35][CH:36]([CH3:38])[CH3:37].C(N(C(C)C)CC)(C)C. The catalyst is C(O)C.O.C(Cl)Cl.CN(C=O)C. The product is [CH3:29][O:30][C:31]1[CH:32]=[C:33]([CH:39]=[CH:40][CH:41]=1)[CH2:34][N:35]([CH:36]([CH3:38])[CH3:37])[C:14]([C:13]1[C:8]([C:3]2[CH:4]=[CH:5][CH:6]=[CH:7][C:2]=2[F:1])=[N:9][C:10]([S:19][CH3:20])=[N:11][CH:12]=1)=[O:16]. The yield is 0.130. (6) The reactants are [Cl:1][C:2]1[CH:7]=[CH:6][CH:5]=[CH:4][C:3]=1[C:8]1[C:15]2[S:14][C:13]([NH2:16])=[N:12][C:11]=2[NH:10][N:9]=1.[C:17]([O:20][C@@H:21]([CH3:25])[C:22](Cl)=[O:23])(=[O:19])[CH3:18].C(O)C(N)(CO)CO. The catalyst is CN(C1C=CN=CC=1)C.C1COCC1. The product is [Cl:1][C:2]1[CH:7]=[CH:6][CH:5]=[CH:4][C:3]=1[C:8]1[C:15]2[S:14][C:13]([NH:16][C:22]([C@@H:21]([O:20][C:17](=[O:19])[CH3:18])[CH3:25])=[O:23])=[N:12][C:11]=2[NH:10][N:9]=1. The yield is 0.480.